From a dataset of Full USPTO retrosynthesis dataset with 1.9M reactions from patents (1976-2016). Predict the reactants needed to synthesize the given product. (1) Given the product [C:1]([C:5]1[N:6]=[C:7]([N:16]2[CH2:20][CH2:19][C:18]([F:21])([F:22])[CH2:17]2)[C:8]2[N:13]=[N:12][N:11]([CH2:14][C:15]3[CH:50]=[CH:49][CH:48]=[C:47]([Cl:51])[C:46]=3[Cl:52])[C:9]=2[N:10]=1)([CH3:2])([CH3:3])[CH3:4], predict the reactants needed to synthesize it. The reactants are: [C:1]([C:5]1[N:6]=[C:7]([N:16]2[CH2:20][CH2:19][C:18]([F:22])([F:21])[CH2:17]2)[C:8]2[N:13]=[N:12][N:11]([CH2:14][CH3:15])[C:9]=2[N:10]=1)([CH3:4])([CH3:3])[CH3:2].C(C1N=C(N2CCC(F)(F)C2)C2N=NNC=2N=1)(C)(C)C.BrCC1[CH:50]=[CH:49][CH:48]=[C:47]([Cl:51])[C:46]=1[Cl:52]. (2) Given the product [OH:1][CH:2]([C:8]1[CH:13]=[CH:12][C:11]([C:14]2[N:18]=[C:17]([C:19]3[C:23]([C:24]([F:25])([F:26])[F:27])=[C:22]([C:28]4[CH:29]=[CH:30][CH:31]=[CH:32][CH:33]=4)[O:21][N:20]=3)[O:16][N:15]=2)=[CH:10][CH:9]=1)[C:3]([OH:5])=[O:4], predict the reactants needed to synthesize it. The reactants are: [OH:1][CH:2]([C:8]1[CH:13]=[CH:12][C:11]([C:14]2[N:18]=[C:17]([C:19]3[C:23]([C:24]([F:27])([F:26])[F:25])=[C:22]([C:28]4[CH:33]=[CH:32][CH:31]=[CH:30][CH:29]=4)[O:21][N:20]=3)[O:16][N:15]=2)=[CH:10][CH:9]=1)[C:3]([O:5]CC)=[O:4].[Li+].[OH-].Cl.